The task is: Predict the reaction yield, written as a fraction of the theoretical maximum amount of product (1.0 means a 100% yield; for example, 0.34 means a 34% yield).. This data is from Reaction yield outcomes from USPTO patents with 853,638 reactions. The reactants are O[CH2:2][C:3]([NH:6][C:7](=[O:22])[C:8]1[C:13]([O:14][CH3:15])=[CH:12][C:11]([C:16]([F:19])([F:18])[F:17])=[CH:10][C:9]=1[O:20][CH3:21])([CH3:5])[CH3:4].S(Cl)(Cl)=O.C(=O)([O-])[O-].[Na+].[Na+]. The catalyst is ClCCl.O. The product is [CH3:21][O:20][C:9]1[CH:10]=[C:11]([C:16]([F:19])([F:18])[F:17])[CH:12]=[C:13]([O:14][CH3:15])[C:8]=1[C:7]1[O:22][CH2:4][C:3]([CH3:2])([CH3:5])[N:6]=1. The yield is 0.898.